Dataset: Full USPTO retrosynthesis dataset with 1.9M reactions from patents (1976-2016). Task: Predict the reactants needed to synthesize the given product. (1) The reactants are: [CH2:1]([N:6]1[C:16]2[C:11](=[CH:12][CH:13]=[C:14]([O:17][CH3:18])[CH:15]=2)[C:9](=O)[C:7]1=[O:8])[CH2:2][CH2:3][CH2:4][CH3:5].[C:19]([NH:27][NH2:28])(=[O:26])[C:20]1[CH:25]=[CH:24][CH:23]=[CH:22][CH:21]=1. Given the product [CH3:18][O:17][C:14]1[CH:15]=[C:16]2[C:11](/[C:9](=[N:28]/[NH:27][C:19](=[O:26])[C:20]3[CH:25]=[CH:24][CH:23]=[CH:22][CH:21]=3)/[C:7](=[O:8])[N:6]2[CH2:1][CH2:2][CH2:3][CH2:4][CH3:5])=[CH:12][CH:13]=1, predict the reactants needed to synthesize it. (2) Given the product [F:1][C:2]([F:7])([F:6])[C:3]([OH:5])=[O:4].[CH3:21][N:18]1[CH2:19][CH2:20][NH:15][CH2:16][C:17]1=[O:22], predict the reactants needed to synthesize it. The reactants are: [F:1][C:2]([F:7])([F:6])[C:3]([OH:5])=[O:4].C(OC([N:15]1[CH2:20][CH2:19][N:18]([CH3:21])[C:17](=[O:22])[CH2:16]1)=O)(C)(C)C.